From a dataset of Reaction yield outcomes from USPTO patents with 853,638 reactions. Predict the reaction yield, written as a fraction of the theoretical maximum amount of product (1.0 means a 100% yield; for example, 0.34 means a 34% yield). (1) The reactants are [O:1]=[S:2]1(=[O:18])[CH2:7][CH2:6][N:5]([C:8]2[CH:9]=[C:10]([CH:15]=[CH:16][CH:17]=2)[C:11](OC)=[O:12])[CH2:4][CH2:3]1.[NH2:19][NH2:20]. The catalyst is CO. The product is [O:1]=[S:2]1(=[O:18])[CH2:7][CH2:6][N:5]([C:8]2[CH:9]=[C:10]([CH:15]=[CH:16][CH:17]=2)[C:11]([NH:19][NH2:20])=[O:12])[CH2:4][CH2:3]1. The yield is 0.310. (2) The product is [N:14]1([C:9]2[CH:10]=[CH:11][CH:12]=[CH:13][C:8]=2[NH2:5])[CH2:19][CH2:18][CH2:17][CH2:16][CH2:15]1. The reactants are Cl.[Sn](Cl)Cl.[N+:5]([C:8]1[CH:13]=[CH:12][CH:11]=[CH:10][C:9]=1[N:14]1[CH2:19][CH2:18][CH2:17][CH2:16][CH2:15]1)([O-])=O.C(=O)(O)[O-].[Na+]. The catalyst is CO. The yield is 0.888. (3) The reactants are Cl[C:2]1[C:3]([C:11]([CH:15]2[CH2:20][CH2:19][CH2:18][CH2:17][CH2:16]2)=[N:12][NH:13][CH3:14])=[C:4]2[CH:10]=[CH:9][NH:8][C:5]2=[N:6][CH:7]=1.CC(C)([O-])C.[Na+]. The catalyst is CN1C(=O)CCC1.C([O-])(=O)C.[Pd+2].C([O-])(=O)C. The product is [CH:15]1([C:11]2[C:3]3=[C:4]4[CH:10]=[CH:9][NH:8][C:5]4=[N:6][CH:7]=[C:2]3[N:13]([CH3:14])[N:12]=2)[CH2:20][CH2:19][CH2:18][CH2:17][CH2:16]1. The yield is 0.580. (4) The reactants are C(O[C:4]1(O[Si](C)(C)C)[CH2:6][CH2:5]1)C.[CH2:12]1[C:18]2[CH:19]=[C:20]([NH:23][C:24](=[O:33])[O:25][CH2:26][C:27]3[CH:32]=[CH:31][CH:30]=[CH:29][CH:28]=3)[CH:21]=[CH:22][C:17]=2[CH2:16][CH2:15][CH2:14][NH:13]1.[BH3-]C#N.[Na+].C(O)(=O)C. The catalyst is CO.O. The product is [CH:4]1([N:13]2[CH2:14][CH2:15][CH2:16][C:17]3[CH:22]=[CH:21][C:20]([NH:23][C:24](=[O:33])[O:25][CH2:26][C:27]4[CH:28]=[CH:29][CH:30]=[CH:31][CH:32]=4)=[CH:19][C:18]=3[CH2:12]2)[CH2:6][CH2:5]1. The yield is 0.710.